Dataset: Full USPTO retrosynthesis dataset with 1.9M reactions from patents (1976-2016). Task: Predict the reactants needed to synthesize the given product. (1) Given the product [CH3:1][S:2][C:3]1[N:8]=[C:7]([C:9]2[S:13][C:12]([C:14]([N:17]3[CH2:22][CH2:21][O:20][CH2:19][CH2:18]3)=[O:16])=[CH:11][CH:10]=2)[CH:6]=[CH:5][N:4]=1, predict the reactants needed to synthesize it. The reactants are: [CH3:1][S:2][C:3]1[N:8]=[C:7]([C:9]2[S:13][C:12]([C:14]([OH:16])=O)=[CH:11][CH:10]=2)[CH:6]=[CH:5][N:4]=1.[NH:17]1[CH2:22][CH2:21][O:20][CH2:19][CH2:18]1.CCN=C=NCCCN(C)C.C1C=NC2N(O)N=NC=2C=1.C(N(CC)CC)C. (2) Given the product [F:45][C:43]([F:44])([F:46])[C:41]1[CH:42]=[C:37]([C:36]2[C:30]3[O:29][CH:28]([CH2:27][NH2:24])[CH2:32][C:31]=3[CH:33]=[CH:34][CH:35]=2)[CH:38]=[C:39]([C:47]([F:48])([F:49])[F:50])[CH:40]=1, predict the reactants needed to synthesize it. The reactants are: [N-]=[N+]=[N-].[Na+].N(CC1CC2C=C(Cl)C=C(C3C=CSC=3)C=2O1)=[N+]=[N-].[N:24]([CH2:27][CH:28]1[CH2:32][C:31]2[CH:33]=[CH:34][CH:35]=[C:36]([C:37]3[CH:42]=[C:41]([C:43]([F:46])([F:45])[F:44])[CH:40]=[C:39]([C:47]([F:50])([F:49])[F:48])[CH:38]=3)[C:30]=2[O:29]1)=[N+]=[N-].[N-]=[N+]=[N-]. (3) Given the product [OH:17][C:14]1[CH:15]=[CH:16][C:11]([CH2:10][CH:2]([NH:1][C:27](=[O:28])[C:26]2[CH:25]=[CH:24][C:23]([N+:20]([O-:22])=[O:21])=[CH:31][CH:30]=2)[C:3]([O:5][C:6]([CH3:7])([CH3:9])[CH3:8])=[O:4])=[CH:12][C:13]=1[O:18][CH3:19], predict the reactants needed to synthesize it. The reactants are: [NH2:1][CH:2]([CH2:10][C:11]1[CH:16]=[CH:15][C:14]([OH:17])=[C:13]([O:18][CH3:19])[CH:12]=1)[C:3]([O:5][C:6]([CH3:9])([CH3:8])[CH3:7])=[O:4].[N+:20]([C:23]1[CH:31]=[CH:30][C:26]([C:27](Cl)=[O:28])=[CH:25][CH:24]=1)([O-:22])=[O:21]. (4) Given the product [C:21]([O:20][C:18](=[O:19])[NH:1][C:2]1[CH:10]=[C:9]2[C:5](=[CH:4][CH:3]=1)[CH2:6][NH:7][C:8]2=[O:11])([CH3:24])([CH3:23])[CH3:22], predict the reactants needed to synthesize it. The reactants are: [NH2:1][C:2]1[CH:10]=[C:9]2[C:5]([CH2:6][NH:7][C:8]2=[O:11])=[CH:4][CH:3]=1.C([O-])([O-])=O.[K+].[K+].[C:18](O[C:18]([O:20][C:21]([CH3:24])([CH3:23])[CH3:22])=[O:19])([O:20][C:21]([CH3:24])([CH3:23])[CH3:22])=[O:19].